From a dataset of Reaction yield outcomes from USPTO patents with 853,638 reactions. Predict the reaction yield, written as a fraction of the theoretical maximum amount of product (1.0 means a 100% yield; for example, 0.34 means a 34% yield). (1) The reactants are C([NH:5][S:6]([C:9]1[CH:14]=[CH:13][CH:12]=[C:11]([C:15]2[N:16]=[CH:17][N:18]([C:20]3[N:25]=[C:24]([C:26]([F:29])([F:28])[F:27])[CH:23]=[C:22]([C:30]4[CH:35]=[CH:34][C:33]([F:36])=[CH:32][CH:31]=4)[N:21]=3)[CH:19]=2)[CH:10]=1)(=[O:8])=[O:7])(C)(C)C.C(O)(C(F)(F)F)=O. The catalyst is ClCCl. The product is [F:36][C:33]1[CH:32]=[CH:31][C:30]([C:22]2[CH:23]=[C:24]([C:26]([F:27])([F:28])[F:29])[N:25]=[C:20]([N:18]3[CH:19]=[C:15]([C:11]4[CH:10]=[C:9]([S:6]([NH2:5])(=[O:7])=[O:8])[CH:14]=[CH:13][CH:12]=4)[N:16]=[CH:17]3)[N:21]=2)=[CH:35][CH:34]=1. The yield is 0.480. (2) The reactants are Cl[CH:2]([CH3:16])[C:3]([NH:5][CH:6]1[CH:13]2[CH2:14][CH:9]3[CH2:10][CH:11]([CH2:15][CH:7]1[CH2:8]3)[CH2:12]2)=[O:4].C(=O)([O-])[O-].[Na+].[Na+].[C:23]([N:30]1[CH2:35][CH2:34][NH:33][CH2:32][CH2:31]1)([O:25][C:26]([CH3:29])([CH3:28])[CH3:27])=[O:24]. The product is [C:26]([O:25][C:23]([N:30]1[CH2:35][CH2:34][N:33]([CH:2]([C:3](=[O:4])[NH:5][CH:6]2[CH:13]3[CH2:14][CH:9]4[CH2:10][CH:11]([CH2:15][CH:7]2[CH2:8]4)[CH2:12]3)[CH3:16])[CH2:32][CH2:31]1)=[O:24])([CH3:29])([CH3:27])[CH3:28]. The yield is 0.743. The catalyst is CN(C)C=O. (3) The reactants are [Cl:1][C:2]1[CH:3]=[C:4]([CH:8]([OH:19])[CH2:9][O:10][C:11]2[CH:18]=[CH:17][C:14]([CH:15]=O)=[CH:13][CH:12]=2)[CH:5]=[CH:6][CH:7]=1.[S:20]1[CH2:24][C:23](=[O:25])[NH:22][C:21]1=[O:26].N1CCCCC1. The catalyst is CCO. The product is [Cl:1][C:2]1[CH:3]=[C:4]([CH:8]([OH:19])[CH2:9][O:10][C:11]2[CH:18]=[CH:17][C:14]([CH:15]=[C:24]3[S:20][C:21](=[O:26])[NH:22][C:23]3=[O:25])=[CH:13][CH:12]=2)[CH:5]=[CH:6][CH:7]=1. The yield is 0.890. (4) The reactants are [F:1][C:2]1[CH:3]=[C:4]([CH:8]2[CH2:12][CH2:11][CH2:10][N:9]2[C:13]2[CH:18]=[CH:17][N:16]3[N:19]=[CH:20][C:21]([C:22]([NH:24][NH:25][C:26](=O)[C:27]([CH3:30])([CH3:29])[CH3:28])=O)=[C:15]3[N:14]=2)[CH:5]=[N:6][CH:7]=1.P12(SP3(SP(SP(S3)(S1)=S)(=S)S2)=S)=[S:33].C([O-])([O-])=O.[Na+].[Na+]. The catalyst is COCCOCCOC. The product is [C:27]([C:26]1[S:33][C:22]([C:21]2[CH:20]=[N:19][N:16]3[CH:17]=[CH:18][C:13]([N:9]4[CH2:10][CH2:11][CH2:12][CH:8]4[C:4]4[CH:5]=[N:6][CH:7]=[C:2]([F:1])[CH:3]=4)=[N:14][C:15]=23)=[N:24][N:25]=1)([CH3:30])([CH3:29])[CH3:28]. The yield is 0.340. (5) The reactants are F[C:2]1[C:7]([F:8])=[CH:6][CH:5]=[CH:4][N:3]=1.C([O-])([O-])=O.[Cs+].[Cs+].[C:15]([O:23][CH2:24][CH3:25])(=[O:22])[CH2:16][C:17]([O:19][CH2:20][CH3:21])=[O:18]. The catalyst is CS(C)=O.CCOC(C)=O. The product is [F:8][C:7]1[C:2]([CH:16]([C:17]([O:19][CH2:20][CH3:21])=[O:18])[C:15]([O:23][CH2:24][CH3:25])=[O:22])=[N:3][CH:4]=[CH:5][CH:6]=1. The yield is 0.600. (6) The reactants are C(OC([N:8]1[CH2:13][CH2:12][CH:11]([S:14][C:15]2[C:20]3[C:21]4[CH:35]=[C:34]([C:36]5[CH:37]=[N:38][N:39]([CH3:41])[CH:40]=5)[CH:33]=[N:32][C:22]=4[N:23](COCC[Si](C)(C)C)[C:19]=3[CH:18]=[N:17][C:16]=2[C:42]#[N:43])[CH2:10][CH2:9]1)=O)(C)(C)C.FC(F)(F)C(O)=O. The catalyst is ClCCl. The product is [CH3:41][N:39]1[CH:40]=[C:36]([C:34]2[CH:33]=[N:32][C:22]3[NH:23][C:19]4[CH:18]=[N:17][C:16]([C:42]#[N:43])=[C:15]([S:14][CH:11]5[CH2:12][CH2:13][NH:8][CH2:9][CH2:10]5)[C:20]=4[C:21]=3[CH:35]=2)[CH:37]=[N:38]1. The yield is 0.250. (7) The reactants are [CH3:1][C:2]1[CH:3]=[C:4]2[C:9](=[CH:10][CH:11]=1)[N:8]=[C:7]([C:12]([OH:14])=O)[N:6]=[CH:5]2.[N:15]1[N:16]=[CH:17][N:18]2[CH:23]=[CH:22][N:21]=[C:20]([N:24]3[CH2:28][CH2:27][C@H:26]([NH2:29])[CH2:25]3)[C:19]=12.C(N(CC)CC)C.CN(C(ON1N=NC2C=CC=NC1=2)=[N+](C)C)C.F[P-](F)(F)(F)(F)F. The catalyst is CS(C)=O. The product is [N:15]1[N:16]=[CH:17][N:18]2[CH:23]=[CH:22][N:21]=[C:20]([N:24]3[CH2:28][CH2:27][C@H:26]([NH:29][C:12]([C:7]4[N:6]=[CH:5][C:4]5[C:9](=[CH:10][CH:11]=[C:2]([CH3:1])[CH:3]=5)[N:8]=4)=[O:14])[CH2:25]3)[C:19]=12. The yield is 0.420.